From a dataset of NCI-60 drug combinations with 297,098 pairs across 59 cell lines. Regression. Given two drug SMILES strings and cell line genomic features, predict the synergy score measuring deviation from expected non-interaction effect. (1) Drug 1: CC1C(C(CC(O1)OC2CC(CC3=C2C(=C4C(=C3O)C(=O)C5=C(C4=O)C(=CC=C5)OC)O)(C(=O)CO)O)N)O.Cl. Drug 2: C1CNP(=O)(OC1)N(CCCl)CCCl. Cell line: 786-0. Synergy scores: CSS=3.64, Synergy_ZIP=-3.07, Synergy_Bliss=-1.72, Synergy_Loewe=-0.982, Synergy_HSA=-0.769. (2) Drug 1: CC1C(C(=O)NC(C(=O)N2CCCC2C(=O)N(CC(=O)N(C(C(=O)O1)C(C)C)C)C)C(C)C)NC(=O)C3=C4C(=C(C=C3)C)OC5=C(C(=O)C(=C(C5=N4)C(=O)NC6C(OC(=O)C(N(C(=O)CN(C(=O)C7CCCN7C(=O)C(NC6=O)C(C)C)C)C)C(C)C)C)N)C. Drug 2: C(CN)CNCCSP(=O)(O)O. Cell line: UACC-257. Synergy scores: CSS=2.08, Synergy_ZIP=-1.77, Synergy_Bliss=-4.44, Synergy_Loewe=-13.8, Synergy_HSA=-4.74. (3) Synergy scores: CSS=25.0, Synergy_ZIP=-2.13, Synergy_Bliss=0.526, Synergy_Loewe=-9.71, Synergy_HSA=5.03. Drug 1: CC1CCC2CC(C(=CC=CC=CC(CC(C(=O)C(C(C(=CC(C(=O)CC(OC(=O)C3CCCCN3C(=O)C(=O)C1(O2)O)C(C)CC4CCC(C(C4)OC)O)C)C)O)OC)C)C)C)OC. Drug 2: C1CN(P(=O)(OC1)NCCCl)CCCl. Cell line: HCT-15.